Predict which catalyst facilitates the given reaction. From a dataset of Catalyst prediction with 721,799 reactions and 888 catalyst types from USPTO. (1) Reactant: [CH3:1][C:2]1[CH:10]=[CH:9][C:8]2[C:4](=[C:5]3[NH:14][C:13]([CH:15]4[CH2:20][CH2:19][N:18](C(OC(C)(C)C)=O)[CH2:17][CH2:16]4)=[CH:12][C:11](=[O:28])[N:6]3[N:7]=2)[CH:3]=1.[ClH:29]. Product: [ClH:29].[CH3:1][C:2]1[CH:10]=[CH:9][C:8]2[C:4](=[C:5]3[NH:6][C:11](=[O:28])[CH:12]=[C:13]([CH:15]4[CH2:20][CH2:19][NH:18][CH2:17][CH2:16]4)[N:14]3[N:7]=2)[CH:3]=1. The catalyst class is: 71. (2) Reactant: [CH3:1][C:2]([CH2:6][OH:7])([CH2:4][OH:5])[CH3:3].[Si:8](Cl)([C:11]([CH3:14])([CH3:13])[CH3:12])([CH3:10])[CH3:9].N1C=CN=C1. Product: [Si:8]([O:5][CH2:4][C:2]([CH3:3])([CH3:1])[CH2:6][OH:7])([C:11]([CH3:14])([CH3:13])[CH3:12])([CH3:10])[CH3:9]. The catalyst class is: 3.